The task is: Regression. Given two drug SMILES strings and cell line genomic features, predict the synergy score measuring deviation from expected non-interaction effect.. This data is from NCI-60 drug combinations with 297,098 pairs across 59 cell lines. Drug 1: COC1=CC(=CC(=C1O)OC)C2C3C(COC3=O)C(C4=CC5=C(C=C24)OCO5)OC6C(C(C7C(O6)COC(O7)C8=CC=CS8)O)O. Drug 2: CCC(=C(C1=CC=CC=C1)C2=CC=C(C=C2)OCCN(C)C)C3=CC=CC=C3.C(C(=O)O)C(CC(=O)O)(C(=O)O)O. Cell line: EKVX. Synergy scores: CSS=28.9, Synergy_ZIP=-5.40, Synergy_Bliss=0.0985, Synergy_Loewe=-3.87, Synergy_HSA=0.706.